This data is from Forward reaction prediction with 1.9M reactions from USPTO patents (1976-2016). The task is: Predict the product of the given reaction. Given the reactants [Cl:1][C:2]1[C:3](=[O:29])[N:4]([C:18]2[CH:23]=[C:22]([C:24](=O)[C:25]#[CH:26])[CH:21]=[CH:20][C:19]=2[CH3:28])[C:5]([CH3:17])=[N:6][C:7]=1[O:8][CH2:9][C:10]1[CH:15]=[CH:14][CH:13]=[C:12]([CH3:16])[CH:11]=1.Cl.[OH:31][C:32]([CH3:37])([CH3:36])[C:33]([NH2:35])=[NH:34].C(=O)([O-])[O-].[K+].[K+], predict the reaction product. The product is: [Cl:1][C:2]1[C:3](=[O:29])[N:4]([C:18]2[CH:23]=[C:22]([C:24]3[CH:25]=[CH:26][N:35]=[C:33]([C:32]([OH:31])([CH3:37])[CH3:36])[N:34]=3)[CH:21]=[CH:20][C:19]=2[CH3:28])[C:5]([CH3:17])=[N:6][C:7]=1[O:8][CH2:9][C:10]1[CH:15]=[CH:14][CH:13]=[C:12]([CH3:16])[CH:11]=1.